Dataset: Reaction yield outcomes from USPTO patents with 853,638 reactions. Task: Predict the reaction yield, written as a fraction of the theoretical maximum amount of product (1.0 means a 100% yield; for example, 0.34 means a 34% yield). The yield is 0.590. The product is [C:1]([O:5][C:6](=[O:30])[NH:7][CH:8]1[CH2:9][CH2:10][CH:11]([N:14]([C:46]([C:45]2[S:44][C:43]3[CH:49]=[CH:50][CH:51]=[C:52]([F:53])[C:42]=3[C:41]=2[Cl:40])=[O:47])[CH2:15][C:16]2[CH:21]=[C:20]([C:22]3[CH:23]=[N:24][CH:25]=[CH:26][CH:27]=3)[CH:19]=[CH:18][C:17]=2[O:28][CH3:29])[CH2:12][CH2:13]1)([CH3:4])([CH3:3])[CH3:2]. The catalyst is C(Cl)Cl. The reactants are [C:1]([O:5][C:6](=[O:30])[NH:7][CH:8]1[CH2:13][CH2:12][CH:11]([NH:14][CH2:15][C:16]2[CH:21]=[C:20]([C:22]3[CH:23]=[N:24][CH:25]=[CH:26][CH:27]=3)[CH:19]=[CH:18][C:17]=2[O:28][CH3:29])[CH2:10][CH2:9]1)([CH3:4])([CH3:3])[CH3:2].C(N(CC)C(C)C)(C)C.[Cl:40][C:41]1[C:42]2[C:52]([F:53])=[CH:51][CH:50]=[CH:49][C:43]=2[S:44][C:45]=1[C:46](Cl)=[O:47].